Dataset: Forward reaction prediction with 1.9M reactions from USPTO patents (1976-2016). Task: Predict the product of the given reaction. (1) Given the reactants [C:1]([CH2:3][C:4]1([N:8]2[CH2:13][CH2:12][CH:11]([N:14]([C@@H:21]3[CH2:23][C@H:22]3[C:24]3[CH:29]=[CH:28][CH:27]=[CH:26][CH:25]=3)C(=O)C(F)(F)F)[CH2:10][CH2:9]2)[CH2:7][NH:6][CH2:5]1)#[N:2].CCN(C(C)C)C(C)C.[C:39](Cl)(=[O:41])[CH3:40].[OH-].[Na+].O, predict the reaction product. The product is: [C:39]([N:6]1[CH2:5][C:4]([CH2:3][C:1]#[N:2])([N:8]2[CH2:9][CH2:10][CH:11]([NH:14][C@@H:21]3[CH2:23][C@H:22]3[C:24]3[CH:25]=[CH:26][CH:27]=[CH:28][CH:29]=3)[CH2:12][CH2:13]2)[CH2:7]1)(=[O:41])[CH3:40]. (2) The product is: [CH3:1][O:2][C:3](=[O:35])[C:4]1[CH:32]=[C:31]([O:33][CH3:34])[CH:30]=[C:6]([C:7]([NH:9][CH:10]2[CH2:15][CH2:14][N:13]([CH2:16][C:17]3[CH:22]=[C:21]([O:23][CH2:24][CH3:25])[C:20]([Cl:49])=[C:19]([O:27][CH2:28][CH3:29])[CH:18]=3)[CH2:12][CH2:11]2)=[O:8])[CH:5]=1. Given the reactants [CH3:1][O:2][C:3](=[O:35])[C:4]1[CH:32]=[C:31]([O:33][CH3:34])[CH:30]=[C:6]([C:7]([NH:9][CH:10]2[CH2:15][CH2:14][N:13]([CH2:16][C:17]3[CH:22]=[C:21]([O:23][CH2:24][CH3:25])[C:20](F)=[C:19]([O:27][CH2:28][CH3:29])[CH:18]=3)[CH2:12][CH2:11]2)=[O:8])[CH:5]=1.C(OC(=O)C1C=C(OCC)C([Cl:49])=C(OCC)C=1)C.ClC1C(OCC)=CC(CN2CCC(NC(=O)C3C=C(OC)C=C(CO)C=3)CC2)=CC=1OCC.C([BH3-])#N.[Na+].C(N(C(C)C)C(C)C)C, predict the reaction product. (3) Given the reactants [F:1][C:2]1[C:7]2[NH:8][C:9](=[O:13])[O:10][C:11](=[O:12])[C:6]=2[CH:5]=[CH:4][CH:3]=1.[C:14]([O-])([O-])=O.[Na+].[Na+].CI, predict the reaction product. The product is: [F:1][C:2]1[C:7]2[N:8]([CH3:14])[C:9](=[O:13])[O:10][C:11](=[O:12])[C:6]=2[CH:5]=[CH:4][CH:3]=1. (4) Given the reactants [CH2:1]([O:5][C:6](=[O:26])[CH2:7][C:8]1[CH:17]=[C:16]2[C:11]([C@@H:12]3[CH2:23][C:22]([CH3:24])=[CH:21][CH2:20][C@H:13]3[C:14]([CH3:19])([CH3:18])[O:15]2)=[C:10]([OH:25])[CH:9]=1)[CH2:2][CH2:3][CH3:4].[C-:27]#[N:28].[Na+], predict the reaction product. The product is: [C:27]([CH2:4][CH2:3][CH2:2][CH2:1][O:5][C:6](=[O:26])[CH2:7][C:8]1[CH:17]=[C:16]2[C:11]([C@@H:12]3[CH2:23][C:22]([CH3:24])=[CH:21][CH2:20][C@H:13]3[C:14]([CH3:18])([CH3:19])[O:15]2)=[C:10]([OH:25])[CH:9]=1)#[N:28]. (5) Given the reactants [CH3:1][O:2][C:3]([C:5]1[C:6]2[CH:7]=[N:8][NH:9][C:10]=2[CH:11]=[CH:12][CH:13]=1)=[O:4].[CH:14](I)([CH3:16])[CH3:15], predict the reaction product. The product is: [CH3:1][O:2][C:3]([C:5]1[C:6]2[CH:7]=[N:8][N:9]([CH:14]([CH3:16])[CH3:15])[C:10]=2[CH:11]=[CH:12][CH:13]=1)=[O:4].